From a dataset of Forward reaction prediction with 1.9M reactions from USPTO patents (1976-2016). Predict the product of the given reaction. (1) Given the reactants [CH:1]([C:3]1[CH:8]=[CH:7][C:6]([C:9]2[CH:14]=[CH:13][C:12]([CH2:15][CH2:16][C:17]([C:19]3[O:20][C:21]([C:24]4[N:29]=[C:28]([C:30]([O:32][CH3:33])=[O:31])[CH:27]=[CH:26][CH:25]=4)=[CH:22][N:23]=3)=[O:18])=[CH:11][CH:10]=2)=[CH:5][CH:4]=1)=O.[CH3:34][N:35]1[CH2:40][CH2:39][NH:38][CH2:37][CH2:36]1.[BH-](OC(C)=O)(OC(C)=O)OC(C)=O.[Na+], predict the reaction product. The product is: [CH3:34][N:35]1[CH2:40][CH2:39][N:38]([CH2:1][C:3]2[CH:8]=[CH:7][C:6]([C:9]3[CH:10]=[CH:11][C:12]([CH2:15][CH2:16][C:17]([C:19]4[O:20][C:21]([C:24]5[N:29]=[C:28]([C:30]([O:32][CH3:33])=[O:31])[CH:27]=[CH:26][CH:25]=5)=[CH:22][N:23]=4)=[O:18])=[CH:13][CH:14]=3)=[CH:5][CH:4]=2)[CH2:37][CH2:36]1. (2) Given the reactants [H-].[Na+].[CH2:3]([O:5][C:6](=[O:12])[CH2:7][C:8]([CH2:10]C)=[O:9])[CH3:4].Br[CH2:14][CH2:15][CH2:16][CH2:17][CH2:18][C:19]([O:21][CH2:22][CH3:23])=[O:20].[C:24]1(C)C=CC=CC=1, predict the reaction product. The product is: [C:8]([C:7]([CH3:24])([CH2:14][CH2:15][CH2:16][CH2:17][CH2:18][C:19]([O:21][CH2:22][CH3:23])=[O:20])[C:6]([O:5][CH2:3][CH3:4])=[O:12])(=[O:9])[CH3:10].